This data is from Full USPTO retrosynthesis dataset with 1.9M reactions from patents (1976-2016). The task is: Predict the reactants needed to synthesize the given product. (1) Given the product [CH3:1][C:2]([CH3:32])([CH3:31])[CH2:3][CH2:4][NH:5][C:6]([C:8]1[CH:9]=[CH:10][C:11]([O:14][C:15]([N:17]2[CH2:22][CH2:21][CH:20]([OH:23])[CH2:19][CH2:18]2)=[O:16])=[CH:12][CH:13]=1)=[O:7], predict the reactants needed to synthesize it. The reactants are: [CH3:1][C:2]([CH3:32])([CH3:31])[CH2:3][CH2:4][NH:5][C:6]([C:8]1[CH:13]=[CH:12][C:11]([O:14][C:15]([N:17]2[CH2:22][CH2:21][CH:20]([O:23][Si](C(C)(C)C)(C)C)[CH2:19][CH2:18]2)=[O:16])=[CH:10][CH:9]=1)=[O:7].Cl. (2) Given the product [CH:1]1([N:5]2[CH2:6][CH2:7][N:8]([C:11]([C:13]3[CH:14]=[C:15]4[C:19](=[CH:20][CH:21]=3)[N:18]([C:39]3[CH:40]=[CH:41][C:36]([S:33]([CH3:32])(=[O:35])=[O:34])=[CH:37][CH:38]=3)[C:17]([C:22]([N:24]3[CH2:25][CH2:26][C:27]([F:30])([F:31])[CH2:28][CH2:29]3)=[O:23])=[CH:16]4)=[O:12])[CH2:9][CH2:10]2)[CH2:2][CH2:3][CH2:4]1, predict the reactants needed to synthesize it. The reactants are: [CH:1]1([N:5]2[CH2:10][CH2:9][N:8]([C:11]([C:13]3[CH:14]=[C:15]4[C:19](=[CH:20][CH:21]=3)[NH:18][C:17]([C:22]([N:24]3[CH2:29][CH2:28][C:27]([F:31])([F:30])[CH2:26][CH2:25]3)=[O:23])=[CH:16]4)=[O:12])[CH2:7][CH2:6]2)[CH2:4][CH2:3][CH2:2]1.[CH3:32][S:33]([C:36]1[CH:41]=[CH:40][C:39](B(O)O)=[CH:38][CH:37]=1)(=[O:35])=[O:34].N1C=CC=CC=1. (3) Given the product [Br:12][C:9]1[C:4]([C:5]([O:7][CH3:8])=[O:6])=[CH:3][C:2]([NH:1][C:16]([NH:15][CH2:13][CH3:14])=[O:17])=[N:11][CH:10]=1, predict the reactants needed to synthesize it. The reactants are: [NH2:1][C:2]1[CH:3]=[C:4]([C:9]([Br:12])=[CH:10][N:11]=1)[C:5]([O:7][CH3:8])=[O:6].[CH2:13]([N:15]=[C:16]=[O:17])[CH3:14].